Dataset: Full USPTO retrosynthesis dataset with 1.9M reactions from patents (1976-2016). Task: Predict the reactants needed to synthesize the given product. (1) Given the product [Cl:1][C:2]1[CH:10]=[CH:9][C:8]([C:11]2[N:12]([C:22]([O:24][C:25]([CH3:28])([CH3:26])[CH3:27])=[O:23])[C:13]3[C:18]([CH:19]=2)=[CH:17][C:16]([CH2:20][N:30]2[CH2:35][CH2:34][CH2:33][CH2:32][CH2:31]2)=[CH:15][CH:14]=3)=[C:7]2[C:3]=1[CH2:4][NH:5][C:6]2=[O:29], predict the reactants needed to synthesize it. The reactants are: [Cl:1][C:2]1[CH:10]=[CH:9][C:8]([C:11]2[N:12]([C:22]([O:24][C:25]([CH3:28])([CH3:27])[CH3:26])=[O:23])[C:13]3[C:18]([CH:19]=2)=[CH:17][C:16]([CH:20]=O)=[CH:15][CH:14]=3)=[C:7]2[C:3]=1[CH2:4][NH:5][C:6]2=[O:29].[NH:30]1[CH2:35][CH2:34][CH2:33][CH2:32][CH2:31]1.C(O)(=O)C.C(O[BH-](OC(=O)C)OC(=O)C)(=O)C.[Na+]. (2) Given the product [CH3:1][O:2][C:3]1[CH:4]=[C:5]2[C:10](=[CH:11][C:12]=1[O:13][CH3:14])[N:9]=[CH:8][CH:7]=[C:6]2[O:15][C:16]1[C:22]([CH3:23])=[CH:21][C:19]([NH:20][C:32]([NH:31][C:26]2[CH:27]=[CH:28][CH:29]=[CH:30][C:25]=2[CH3:34])=[O:33])=[C:18]([CH3:24])[CH:17]=1, predict the reactants needed to synthesize it. The reactants are: [CH3:1][O:2][C:3]1[CH:4]=[C:5]2[C:10](=[CH:11][C:12]=1[O:13][CH3:14])[N:9]=[CH:8][CH:7]=[C:6]2[O:15][C:16]1[C:22]([CH3:23])=[CH:21][C:19]([NH2:20])=[C:18]([CH3:24])[CH:17]=1.[C:25]1([CH3:34])[C:26]([N:31]=[C:32]=[O:33])=[CH:27][CH:28]=[CH:29][CH:30]=1.CO.